Dataset: Forward reaction prediction with 1.9M reactions from USPTO patents (1976-2016). Task: Predict the product of the given reaction. Given the reactants [NH:1]=[C:2]1[N:6]([CH:7]([CH2:13][CH3:14])[C:8]([O:10]CC)=[O:9])[C:5]2[CH:15]=[CH:16][CH:17]=[CH:18][C:4]=2[S:3]1.[CH2:19]([C:23]1[CH:31]=[CH:30][C:26]([C:27](Cl)=[O:28])=[CH:25][CH:24]=1)[CH2:20][CH2:21][CH3:22].N=C1N(C(C)C(OCC)=O)C2C=CC=CC=2S1.FC1C=C(C=CC=1)C(Cl)=O, predict the reaction product. The product is: [CH2:19]([C:23]1[CH:24]=[CH:25][C:26]([C:27]([N:1]=[C:2]2[N:6]([CH:7]([CH2:13][CH3:14])[C:8]([OH:10])=[O:9])[C:5]3[CH:15]=[CH:16][CH:17]=[CH:18][C:4]=3[S:3]2)=[O:28])=[CH:30][CH:31]=1)[CH2:20][CH2:21][CH3:22].